Task: Predict the product of the given reaction.. Dataset: Forward reaction prediction with 1.9M reactions from USPTO patents (1976-2016) (1) The product is: [CH3:2][O:3][C:4]([C@@H:6]1[CH2:10][CH2:9][CH2:8][C@@H:7]1[NH:11][CH2:30][C:29]1[CH:32]=[CH:33][C:26]([F:25])=[CH:27][CH:28]=1)=[O:5]. Given the reactants Cl.[CH3:2][O:3][C:4]([C@@H:6]1[CH2:10][CH2:9][CH2:8][C@@H:7]1[NH2:11])=[O:5].S([O-])([O-])(=O)=O.[Mg+2].C(N(CC)CC)C.[F:25][C:26]1[CH:33]=[CH:32][C:29]([CH:30]=O)=[CH:28][CH:27]=1.[BH4-].[Na+].C(=O)(O)[O-].[Na+], predict the reaction product. (2) The product is: [CH3:20][N:19]([CH3:21])[C:11]1[CH:10]=[CH:9][C:8]2[CH:7]([C:22]3[CH:27]=[CH:26][CH:25]=[CH:24][C:23]=3[CH3:28])[C:6]3[C:15](=[CH:16][C:3]([CH2:45][NH:47][CH2:38][CH2:39][CH2:40][C:41]([O:43][CH3:44])=[O:42])=[CH:4][CH:5]=3)[Si:14]([CH3:17])([CH3:18])[C:13]=2[CH:12]=1. Given the reactants CN[C:3]1[CH:16]=[C:15]2[C:6]([CH:7]([C:22]3[CH:27]=[CH:26][CH:25]=[CH:24][C:23]=3[CH3:28])[C:8]3[CH:9]=[CH:10][C:11]([N:19]([CH3:21])[CH3:20])=[CH:12][C:13]=3[Si:14]2([CH3:18])[CH3:17])=[CH:5][CH:4]=1.C([O-])([O-])=O.[K+].[K+].[I-].[K+].Br[CH2:38][CH2:39][CH2:40][C:41]([O:43][CH3:44])=[O:42].[C:45](#[N:47])C, predict the reaction product. (3) Given the reactants [NH2:1][C:2]1[CH:7]=[CH:6][C:5]([OH:8])=[CH:4][CH:3]=1.[CH3:9][C:10]([O:13][C:14](O[C:14]([O:13][C:10]([CH3:12])([CH3:11])[CH3:9])=[O:15])=[O:15])([CH3:12])[CH3:11], predict the reaction product. The product is: [OH:8][C:5]1[CH:6]=[CH:7][C:2]([NH:1][C:14](=[O:15])[O:13][C:10]([CH3:12])([CH3:11])[CH3:9])=[CH:3][CH:4]=1. (4) The product is: [CH2:1]([O:8][C:9]1[CH:10]=[CH:11][C:12]([C@@H:20]([O:54][Si:55]([C:58]([CH3:61])([CH3:60])[CH3:59])([CH3:56])[CH3:57])[CH2:21][N:22]([C:47]([O:49][C:50]([CH3:53])([CH3:51])[CH3:52])=[O:48])[CH2:23][CH2:24][CH2:25][CH2:26][CH2:27][O:28][C:29]2[CH:30]=[CH:31][C:32]([C:35]([OH:46])([C:40]3[CH:45]=[CH:44][CH:43]=[CH:42][CH:41]=3)[C:36]([OH:38])=[O:37])=[CH:33][CH:34]=2)=[C:13]2[C:18]=1[NH:17][C:16](=[O:19])[CH:15]=[CH:14]2)[C:2]1[CH:7]=[CH:6][CH:5]=[CH:4][CH:3]=1. Given the reactants [CH2:1]([O:8][C:9]1[CH:10]=[CH:11][C:12]([C@@H:20]([O:54][Si:55]([C:58]([CH3:61])([CH3:60])[CH3:59])([CH3:57])[CH3:56])[CH2:21][N:22]([C:47]([O:49][C:50]([CH3:53])([CH3:52])[CH3:51])=[O:48])[CH2:23][CH2:24][CH2:25][CH2:26][CH2:27][O:28][C:29]2[CH:34]=[CH:33][C:32]([C:35]([OH:46])([C:40]3[CH:45]=[CH:44][CH:43]=[CH:42][CH:41]=3)[C:36]([O:38]C)=[O:37])=[CH:31][CH:30]=2)=[C:13]2[C:18]=1[NH:17][C:16](=[O:19])[CH:15]=[CH:14]2)[C:2]1[CH:7]=[CH:6][CH:5]=[CH:4][CH:3]=1.[Li+].[OH-], predict the reaction product. (5) Given the reactants [NH:1]1[CH2:4][CH:3]([C:5]([N:7]2[CH2:13][CH2:12][CH2:11][N:10]([CH:14]3[CH2:17][CH2:16][CH2:15]3)[CH2:9][CH2:8]2)=[O:6])[CH2:2]1.C([O-])([O-])=O.[Na+].[Na+].[Cl:24][CH2:25][C:26](Cl)=[O:27], predict the reaction product. The product is: [Cl:24][CH2:25][C:26]([N:1]1[CH2:2][CH:3]([C:5]([N:7]2[CH2:13][CH2:12][CH2:11][N:10]([CH:14]3[CH2:17][CH2:16][CH2:15]3)[CH2:9][CH2:8]2)=[O:6])[CH2:4]1)=[O:27].